From a dataset of NCI-60 drug combinations with 297,098 pairs across 59 cell lines. Regression. Given two drug SMILES strings and cell line genomic features, predict the synergy score measuring deviation from expected non-interaction effect. (1) Drug 1: C(=O)(N)NO. Drug 2: CC12CCC3C(C1CCC2OP(=O)(O)O)CCC4=C3C=CC(=C4)OC(=O)N(CCCl)CCCl.[Na+]. Cell line: SK-OV-3. Synergy scores: CSS=-8.02, Synergy_ZIP=7.16, Synergy_Bliss=0.391, Synergy_Loewe=-6.33, Synergy_HSA=-5.80. (2) Drug 1: CNC(=O)C1=CC=CC=C1SC2=CC3=C(C=C2)C(=NN3)C=CC4=CC=CC=N4. Drug 2: CC(C)(C#N)C1=CC(=CC(=C1)CN2C=NC=N2)C(C)(C)C#N. Cell line: CCRF-CEM. Synergy scores: CSS=-6.07, Synergy_ZIP=-3.46, Synergy_Bliss=-9.61, Synergy_Loewe=-8.50, Synergy_HSA=-9.05. (3) Drug 1: C1=CC(=CC=C1CC(C(=O)O)N)N(CCCl)CCCl.Cl. Drug 2: CC12CCC3C(C1CCC2O)C(CC4=C3C=CC(=C4)O)CCCCCCCCCS(=O)CCCC(C(F)(F)F)(F)F. Cell line: NCI/ADR-RES. Synergy scores: CSS=6.92, Synergy_ZIP=-2.87, Synergy_Bliss=-1.08, Synergy_Loewe=-3.49, Synergy_HSA=-2.52. (4) Drug 1: C1=C(C(=O)NC(=O)N1)N(CCCl)CCCl. Drug 2: CN(C(=O)NC(C=O)C(C(C(CO)O)O)O)N=O. Cell line: RPMI-8226. Synergy scores: CSS=24.3, Synergy_ZIP=-1.04, Synergy_Bliss=-5.19, Synergy_Loewe=-5.57, Synergy_HSA=-5.58. (5) Synergy scores: CSS=4.33, Synergy_ZIP=1.03, Synergy_Bliss=2.73, Synergy_Loewe=-5.65, Synergy_HSA=-3.51. Drug 2: C(CCl)NC(=O)N(CCCl)N=O. Cell line: HS 578T. Drug 1: CCCS(=O)(=O)NC1=C(C(=C(C=C1)F)C(=O)C2=CNC3=C2C=C(C=N3)C4=CC=C(C=C4)Cl)F. (6) Drug 1: C1=CC(=CC=C1CCC2=CNC3=C2C(=O)NC(=N3)N)C(=O)NC(CCC(=O)O)C(=O)O. Drug 2: C1C(C(OC1N2C=C(C(=O)NC2=O)F)CO)O. Cell line: EKVX. Synergy scores: CSS=14.4, Synergy_ZIP=-0.270, Synergy_Bliss=6.81, Synergy_Loewe=5.65, Synergy_HSA=5.39. (7) Drug 1: C1CCN(CC1)CCOC2=CC=C(C=C2)C(=O)C3=C(SC4=C3C=CC(=C4)O)C5=CC=C(C=C5)O. Drug 2: C1CN(CCN1C(=O)CCBr)C(=O)CCBr. Cell line: SF-268. Synergy scores: CSS=32.1, Synergy_ZIP=-4.03, Synergy_Bliss=2.64, Synergy_Loewe=-0.925, Synergy_HSA=-0.541. (8) Drug 1: C1C(C(OC1N2C=NC3=C(N=C(N=C32)Cl)N)CO)O. Drug 2: C1CC(=O)NC(=O)C1N2C(=O)C3=CC=CC=C3C2=O. Cell line: UACC62. Synergy scores: CSS=45.4, Synergy_ZIP=2.97, Synergy_Bliss=2.61, Synergy_Loewe=-27.7, Synergy_HSA=1.40. (9) Drug 1: C1CCC(CC1)NC(=O)N(CCCl)N=O. Drug 2: C1CN(CCN1C(=O)CCBr)C(=O)CCBr. Cell line: K-562. Synergy scores: CSS=30.6, Synergy_ZIP=-1.61, Synergy_Bliss=4.40, Synergy_Loewe=-4.96, Synergy_HSA=4.47.